Task: Predict the reactants needed to synthesize the given product.. Dataset: Full USPTO retrosynthesis dataset with 1.9M reactions from patents (1976-2016) Given the product [C:33]1([CH:21]([C:15]2[CH:20]=[CH:19][CH:18]=[CH:17][CH:16]=2)[N:22]2[C:30]3[C:25](=[CH:26][CH:27]=[CH:28][CH:29]=3)[C:24]([OH:31])([C:5]3[CH:6]=[C:7]([CH3:8])[C:2]([CH3:1])=[CH:3][C:4]=3[OH:9])[C:23]2=[O:32])[CH:34]=[CH:35][CH:36]=[CH:37][CH:38]=1, predict the reactants needed to synthesize it. The reactants are: [CH3:1][C:2]1[CH:3]=[C:4]([OH:9])[CH:5]=[CH:6][C:7]=1[CH3:8].C([Mg]Cl)(C)C.[C:15]1([CH:21]([C:33]2[CH:38]=[CH:37][CH:36]=[CH:35][CH:34]=2)[N:22]2[C:30]3[C:25](=[CH:26][CH:27]=[CH:28][CH:29]=3)[C:24](=[O:31])[C:23]2=[O:32])[CH:20]=[CH:19][CH:18]=[CH:17][CH:16]=1.